Task: Binary classification across 12 toxicity assays.. Dataset: Tox21: 12 toxicity assays (nuclear receptors and stress response pathways) (1) It tested positive (active) for: NR-AhR (Aryl hydrocarbon Receptor agonist activity), NR-Aromatase (Aromatase enzyme inhibition), NR-ER (Estrogen Receptor agonist activity), SR-ATAD5 (ATAD5 genotoxicity (DNA damage)), and SR-MMP (Mitochondrial Membrane Potential disruption). The molecule is C(=Cc1ccncc1)c1ccccc1. (2) The compound is CCCC[n+]1cccc(C)c1. It tested positive (active) for: SR-ARE (Antioxidant Response Element (oxidative stress)). (3) The drug is Cc1ccc(OP(=O)(Oc2ccccc2)Oc2ccccc2)cc1. It tested positive (active) for: NR-AhR (Aryl hydrocarbon Receptor agonist activity), NR-ER (Estrogen Receptor agonist activity), and SR-MMP (Mitochondrial Membrane Potential disruption). (4) It tested positive (active) for: NR-Aromatase (Aromatase enzyme inhibition), and SR-MMP (Mitochondrial Membrane Potential disruption). The drug is CO[C@H]1C[C@@H]2CC[C@@H](C)[C@@](O)(O2)C(=O)C(=O)N2CCCC[C@H]2C(=O)O[C@H]([C@H](C)C[C@@H]2CC[C@@H](O)[C@H](OC)C2)CC(=O)[C@H](C)C=C(C)[C@@H](O)[C@@H](OC)C(=O)[C@H](C)C[C@H](C)C=CC=CC=C1C. (5) The drug is CCC(C)[C@H]1O[C@]2(C=C[C@@H]1C)C[C@@H]1C[C@@H](CC=C(C)[C@@H](O[C@H]3C[C@H](OC)[C@@H](O[C@H]4C[C@H](OC)[C@H](NC(C)=O)[C@H](C)O4)[C@H](C)O3)[C@@H](C)C=CC=C3CO[C@@H]4[C@H](O)C(C)=C[C@@H](C(=O)O1)[C@]34O)O2. It tested positive (active) for: SR-MMP (Mitochondrial Membrane Potential disruption). (6) The compound is CC(=O)NCCO. It tested positive (active) for: NR-ER (Estrogen Receptor agonist activity). (7) It tested positive (active) for: NR-PPAR-gamma (PPAR-gamma nuclear receptor agonist). The molecule is CC1=C(/C=C/C(C)=C\C=C/C(C)=C/C(=O)O)C(C)(C)CCC1.